Predict the product of the given reaction. From a dataset of Forward reaction prediction with 1.9M reactions from USPTO patents (1976-2016). (1) Given the reactants [H-].[Na+].[O:3]=[C:4]([CH2:12][C:13]1[CH:18]=[CH:17][CH:16]=[CH:15][CH:14]=1)[CH2:5]P(=O)(OC)OC.[CH3:19][O:20][C:21](=[O:37])[CH2:22][CH2:23][CH2:24][S:25][CH2:26][CH2:27][N:28]1[C:33](=[O:34])[CH2:32][CH2:31][CH2:30][C@@H:29]1[CH:35]=O, predict the reaction product. The product is: [CH3:19][O:20][C:21](=[O:37])[CH2:22][CH2:23][CH2:24][S:25][CH2:26][CH2:27][N:28]1[C@@H:29](/[CH:35]=[CH:5]/[C:4](=[O:3])[CH2:12][C:13]2[CH:14]=[CH:15][CH:16]=[CH:17][CH:18]=2)[CH2:30][CH2:31][CH2:32][C:33]1=[O:34]. (2) Given the reactants C(OC1C=C(OCC2C=CC=CC=2)C(Cl)=CC=1C1C(C2C=CC(CN)=CC=2)=CN(COCC[Si](C)(C)C)N=1)C1C=CC=CC=1.C(N(CC)CC)C.O=C1CCC(=O)N1[O:59][C:60](=[O:86])[C:61]1[CH:69]=[CH:68][C:67]([C:70]2[C:71]3[C:76]([O:77][C:78]4[C:83]=2[CH:82]=[CH:81][C:80](=[O:84])[CH:79]=4)=[CH:75][C:74]([OH:85])=[CH:73][CH:72]=3)=[C:63]([C:64]([OH:66])=[O:65])[CH:62]=1, predict the reaction product. The product is: [OH:85][C:74]1[CH:75]=[C:76]2[C:71](=[CH:72][CH:73]=1)[C:70]([C:67]1[C:63]([C:64]([OH:66])=[O:65])=[CH:62][C:61]([C:60]([OH:86])=[O:59])=[CH:69][CH:68]=1)=[C:83]1[C:78](=[CH:79][C:80](=[O:84])[CH:81]=[CH:82]1)[O:77]2. (3) Given the reactants CC1C=CC(S([O:11][C@@H:12]([C@@H:15]2[CH:19]=[CH:18][CH2:17][O:16]2)[CH2:13]O)(=O)=O)=CC=1.[NH3:20].CC(O)C, predict the reaction product. The product is: [NH2:20][CH2:13][C@@H:12]([C@@H:15]1[CH:19]=[CH:18][CH2:17][O:16]1)[OH:11]. (4) Given the reactants [OH:1][C:2]1[CH:11]=[CH:10][C:9]2[C:4](=[CH:5][CH:6]=[C:7]([C:12]3[CH:17]=[CH:16][CH:15]=[C:14]([OH:18])[CH:13]=3)[CH:8]=2)[C:3]=1/[CH:19]=[CH:20]/[C:21]([NH:23][CH3:24])=[O:22], predict the reaction product. The product is: [OH:1][C:2]1[CH:11]=[CH:10][C:9]2[C:4](=[CH:5][CH:6]=[C:7]([C:12]3[CH:17]=[CH:16][CH:15]=[C:14]([OH:18])[CH:13]=3)[CH:8]=2)[C:3]=1[CH2:19][CH2:20][C:21]([NH:23][CH3:24])=[O:22]. (5) The product is: [CH2:19]([O:18][C:16]([CH:15]1[CH2:21][CH2:22][N:12]([C:2]([O:4][CH2:5][C:6]2[CH:11]=[CH:10][CH:9]=[CH:8][CH:7]=2)=[O:3])[CH2:13][CH2:14]1)=[O:17])[CH3:20]. Given the reactants Cl[C:2]([O:4][CH2:5][C:6]1[CH:11]=[CH:10][CH:9]=[CH:8][CH:7]=1)=[O:3].[NH:12]1[CH2:22][CH2:21][CH:15]([C:16]([O:18][CH2:19][CH3:20])=[O:17])[CH2:14][CH2:13]1.C(=O)([O-])[O-].[Na+].[Na+], predict the reaction product. (6) Given the reactants [Cl:1][C:2]1[N:3]([CH3:13])[C:4](=[O:12])[CH:5]=[CH:6][C:7]=1[C:8]([O:10][CH3:11])=[O:9].[Br:14]N1C(=O)CCC1=O, predict the reaction product. The product is: [Br:14][C:5]1[C:4](=[O:12])[N:3]([CH3:13])[C:2]([Cl:1])=[C:7]([C:8]([O:10][CH3:11])=[O:9])[CH:6]=1.